Task: Predict the reactants needed to synthesize the given product.. Dataset: Full USPTO retrosynthesis dataset with 1.9M reactions from patents (1976-2016) (1) Given the product [CH2:21]([O:14][C:3]1[CH:4]=[CH:5][C:6]2[C:11](=[CH:10][CH:9]=[C:8]([O:12][CH3:13])[CH:7]=2)[C:2]=1[Br:1])[C:22]1[CH:27]=[CH:26][CH:25]=[CH:24][CH:23]=1, predict the reactants needed to synthesize it. The reactants are: [Br:1][C:2]1[C:11]2[C:6](=[CH:7][C:8]([O:12][CH3:13])=[CH:9][CH:10]=2)[CH:5]=[CH:4][C:3]=1[OH:14].C(=O)([O-])[O-].[K+].[K+].[CH2:21](Br)[C:22]1[CH:27]=[CH:26][CH:25]=[CH:24][CH:23]=1. (2) Given the product [CH3:1][O:2][C:3]1[CH:8]=[CH:7][C:6]2[C:9]3[N:10]([CH2:23][CH2:24][CH2:25][CH2:26][CH2:27][N:29]4[CH2:34][CH2:33][CH2:32][CH2:31][CH2:30]4)[C:11]4[C:16]([C:17]=3[CH2:18][CH2:19][S:20][C:5]=2[CH:4]=1)=[CH:15][C:14]([O:21][CH3:22])=[CH:13][CH:12]=4, predict the reactants needed to synthesize it. The reactants are: [CH3:1][O:2][C:3]1[CH:8]=[CH:7][C:6]2[C:9]3[N:10]([CH2:23][CH2:24][CH2:25][CH2:26][CH2:27]Cl)[C:11]4[C:16]([C:17]=3[CH2:18][CH2:19][S:20][C:5]=2[CH:4]=1)=[CH:15][C:14]([O:21][CH3:22])=[CH:13][CH:12]=4.[NH:29]1[CH2:34][CH2:33][CH2:32][CH2:31][CH2:30]1. (3) The reactants are: [N:1]([C@H:4]1[C@@H:9]([NH:10][C:11]([C:13]2[NH:14][C:15]([CH3:20])=[C:16]([Cl:19])[C:17]=2[Cl:18])=[O:12])[CH2:8][CH2:7][N:6]([C:21]2[S:22][C:23]([C:26]([O:28]C)=[O:27])=[CH:24][N:25]=2)[CH2:5]1)=[N+:2]=[N-:3].[OH-].[Na+]. Given the product [N:1]([C@H:4]1[C@@H:9]([NH:10][C:11]([C:13]2[NH:14][C:15]([CH3:20])=[C:16]([Cl:19])[C:17]=2[Cl:18])=[O:12])[CH2:8][CH2:7][N:6]([C:21]2[S:22][C:23]([C:26]([OH:28])=[O:27])=[CH:24][N:25]=2)[CH2:5]1)=[N+:2]=[N-:3], predict the reactants needed to synthesize it. (4) The reactants are: [Cl:1][C:2]1[N:11]=[C:10]([N:12]2[CH2:16][CH2:15][C@H:14]([NH:17][C:18](=[O:20])[CH3:19])[CH2:13]2)[C:9]2[CH2:8][CH2:7][CH2:6][CH2:5][C:4]=2[N:3]=1.[Cl:21][C:22]1[CH:23]=[C:24]([NH2:29])[CH:25]=[C:26]([NH2:28])[CH:27]=1. Given the product [ClH:1].[NH2:29][C:24]1[CH:25]=[C:26]([NH:28][C:2]2[N:11]=[C:10]([N:12]3[CH2:16][CH2:15][C@H:14]([NH:17][C:18](=[O:20])[CH3:19])[CH2:13]3)[C:9]3[CH2:8][CH2:7][CH2:6][CH2:5][C:4]=3[N:3]=2)[CH:27]=[C:22]([Cl:21])[CH:23]=1, predict the reactants needed to synthesize it. (5) Given the product [C:1]([C:5]1[N:10]=[C:9]2[N:11]([CH:22]3[CH2:26][CH2:25][O:24][CH2:23]3)[N:12]=[CH:13][C:8]2=[C:7]([N:14]2[CH2:18][CH2:17][C:16]([F:19])([F:20])[CH2:15]2)[N:6]=1)([CH3:4])([CH3:2])[CH3:3], predict the reactants needed to synthesize it. The reactants are: [C:1]([C:5]1[N:10]=[C:9]2[NH:11][N:12]=[CH:13][C:8]2=[C:7]([N:14]2[CH2:18][CH2:17][C:16]([F:20])([F:19])[CH2:15]2)[N:6]=1)([CH3:4])([CH3:3])[CH3:2].Cl[CH:22]1[CH2:26][CH2:25][O:24][CH2:23]1. (6) Given the product [F:1][C:2]1[C:7]([F:8])=[CH:6][CH:5]=[CH:4][C:3]=1[CH2:9][S:10][C:11]1[N:12]=[C:13]([NH2:20])[C:14]([NH2:18])=[C:15]([NH2:17])[N:16]=1, predict the reactants needed to synthesize it. The reactants are: [F:1][C:2]1[C:7]([F:8])=[CH:6][CH:5]=[CH:4][C:3]=1[CH2:9][S:10][C:11]1[N:16]=[C:15]([NH2:17])[C:14]([N:18]=O)=[C:13]([NH2:20])[N:12]=1.[O-]S(S([O-])=O)=O.[Na+].[Na+].S(=O)(=O)(O)O.